This data is from Forward reaction prediction with 1.9M reactions from USPTO patents (1976-2016). The task is: Predict the product of the given reaction. (1) Given the reactants [CH:1]1([C:4]2[N:13]=[C:12](N3CCN(C4C=CC(F)=CC=4OC)CC3)[C:11]3[C:6](=[CH:7][C:8]([O:31][CH3:32])=[C:9]([O:29][CH3:30])[CH:10]=3)[N:5]=2)[CH2:3][CH2:2]1.FC1C=CC(N2CCNCC2)=C(OC)C=1.[Cl:48][C:49]1[CH:54]=[C:53]([N+:55]([O-:57])=[O:56])[CH:52]=[CH:51][C:50]=1[N:58]1[CH2:63][CH2:62][NH:61][CH2:60][CH2:59]1, predict the reaction product. The product is: [Cl:48][C:49]1[CH:54]=[C:53]([N+:55]([O-:57])=[O:56])[CH:52]=[CH:51][C:50]=1[N:58]1[CH2:63][CH2:62][N:61]([C:12]2[C:11]3[C:6](=[CH:7][C:8]([O:31][CH3:32])=[C:9]([O:29][CH3:30])[CH:10]=3)[N:5]=[C:4]([CH:1]3[CH2:3][CH2:2]3)[N:13]=2)[CH2:60][CH2:59]1. (2) Given the reactants C([O:3][C:4]([C:6]1[CH:15]=[C:14]([OH:16])[C:13]2[C:8](=[CH:9][C:10]([CH3:17])=[CH:11][CH:12]=2)[N:7]=1)=[O:5])C.[OH-].[Na+].Cl, predict the reaction product. The product is: [OH:16][C:14]1[C:13]2[C:8](=[CH:9][C:10]([CH3:17])=[CH:11][CH:12]=2)[N:7]=[C:6]([C:4]([OH:5])=[O:3])[CH:15]=1. (3) Given the reactants [OH:1]O.[CH3:3][NH:4][C:5](=[O:37])[CH2:6][CH2:7][CH2:8][C:9]1[CH:14]=[CH:13][C:12]([N:15]2[C:22](=S)[N:21]([C:24]3[CH:29]=[CH:28][C:27]([C:30]#[N:31])=[C:26]([C:32]([F:35])([F:34])[F:33])[CH:25]=3)[C:20](=[O:36])[C:16]32[CH2:19][CH2:18][CH2:17]3)=[CH:11][CH:10]=1, predict the reaction product. The product is: [CH3:3][NH:4][C:5](=[O:37])[CH2:6][CH2:7][CH2:8][C:9]1[CH:14]=[CH:13][C:12]([N:15]2[C:22](=[O:1])[N:21]([C:24]3[CH:29]=[CH:28][C:27]([C:30]#[N:31])=[C:26]([C:32]([F:35])([F:34])[F:33])[CH:25]=3)[C:20](=[O:36])[C:16]32[CH2:19][CH2:18][CH2:17]3)=[CH:11][CH:10]=1. (4) Given the reactants [NH2:1][C:2]1[S:10][C:5]2[CH2:6][O:7][CH2:8][CH2:9][C:4]=2[C:3]=1[C:11]([C:13]1[CH:18]=[CH:17][CH:16]=[CH:15][CH:14]=1)=O.[CH:19]1([C:22](=[O:27])[CH2:23][C:24](=O)[CH3:25])[CH2:21][CH2:20]1, predict the reaction product. The product is: [CH:19]1([C:22]([C:23]2[C:24]([CH3:25])=[N:1][C:2]3[S:10][C:5]4[CH2:6][O:7][CH2:8][CH2:9][C:4]=4[C:3]=3[C:11]=2[C:13]2[CH:18]=[CH:17][CH:16]=[CH:15][CH:14]=2)=[O:27])[CH2:21][CH2:20]1. (5) Given the reactants [Cl:1][C:2]1[CH:7]=[CH:6][C:5]([C:8]2[C:13]([F:14])=[C:12]([NH:15]C(C3C=CC=CC=3)(C3C=CC=CC=3)C3C=CC=CC=3)[CH:11]=[C:10]([CH:35](OCC)[O:36]CC)[N:9]=2)=[C:4]([F:42])[C:3]=1[O:43][CH3:44].CC#N, predict the reaction product. The product is: [NH2:15][C:12]1[C:13]([F:14])=[C:8]([C:5]2[CH:6]=[CH:7][C:2]([Cl:1])=[C:3]([O:43][CH3:44])[C:4]=2[F:42])[N:9]=[C:10]([CH:35]=[O:36])[CH:11]=1. (6) Given the reactants [N:1]1[CH:6]=[CH:5][C:4]([C:7]2[C:8]([O:13][CH:14]3[CH2:19][CH2:18][N:17](C(OC(C)(C)C)=O)[CH2:16][CH2:15]3)=[N:9][CH:10]=[CH:11][N:12]=2)=[CH:3][CH:2]=1.Cl.CO, predict the reaction product. The product is: [NH:17]1[CH2:16][CH2:15][CH:14]([O:13][C:8]2[C:7]([C:4]3[CH:5]=[CH:6][N:1]=[CH:2][CH:3]=3)=[N:12][CH:11]=[CH:10][N:9]=2)[CH2:19][CH2:18]1. (7) Given the reactants [Cl-].[CH3:2][O:3][C:4]([C:6]1[CH:11]=[CH:10][C:9]([CH2:12][CH2:13][NH3+:14])=[CH:8][CH:7]=1)=[O:5].Cl[C:16]([O:18][CH2:19][C:20]1[CH:25]=[CH:24][CH:23]=[CH:22][CH:21]=1)=[O:17].C(=O)(O)[O-].[Na+].C(OCC)(=O)C, predict the reaction product. The product is: [CH2:19]([O:18][C:16]([NH:14][CH2:13][CH2:12][C:9]1[CH:10]=[CH:11][C:6]([C:4]([O:3][CH3:2])=[O:5])=[CH:7][CH:8]=1)=[O:17])[C:20]1[CH:25]=[CH:24][CH:23]=[CH:22][CH:21]=1. (8) Given the reactants [N:1]([CH:4]1[CH2:10][CH:9]([C:11]2[CH:16]=[CH:15][CH:14]=[CH:13][CH:12]=2)[CH2:8][CH2:7][N:6]([CH2:17][CH:18]2[CH2:20][CH2:19]2)[C:5]1=[O:21])=[N+]=[N-], predict the reaction product. The product is: [NH2:1][CH:4]1[CH2:10][CH:9]([C:11]2[CH:16]=[CH:15][CH:14]=[CH:13][CH:12]=2)[CH2:8][CH2:7][N:6]([CH2:17][CH:18]2[CH2:20][CH2:19]2)[C:5]1=[O:21]. (9) Given the reactants [Si]([O:8][CH2:9][C:10](=[O:42])[CH2:11][O:12][C:13]1[CH:14]=[C:15]([CH:39]=[CH:40][CH:41]=1)[C:16]([N:18]1[CH2:23][CH2:22][CH:21]([C:24]2[CH:25]=[C:26]([CH:36]=[CH:37][CH:38]=2)[CH2:27][NH:28]C(=O)OC(C)(C)C)[CH2:20][CH2:19]1)=[O:17])(C(C)(C)C)(C)C.C(OCC)(=O)C, predict the reaction product. The product is: [NH2:28][CH2:27][C:26]1[CH:25]=[C:24]([CH:21]2[CH2:22][CH2:23][N:18]([C:16]([C:15]3[CH:14]=[C:13]([CH:41]=[CH:40][CH:39]=3)[O:12][CH2:11][C:10](=[O:42])[CH2:9][OH:8])=[O:17])[CH2:19][CH2:20]2)[CH:38]=[CH:37][CH:36]=1. (10) The product is: [NH2:1][C@@H:2]([CH2:3][C:4]1[C:12]2[C:7](=[CH:8][CH:9]=[CH:10][CH:11]=2)[NH:6][CH:5]=1)[CH2:13][OH:14]. Given the reactants [NH2:1][C@H:2]([C:13](O)=[O:14])[CH2:3][C:4]1[C:12]2[C:7](=[CH:8][CH:9]=[CH:10][CH:11]=2)[NH:6][CH:5]=1, predict the reaction product.